This data is from Catalyst prediction with 721,799 reactions and 888 catalyst types from USPTO. The task is: Predict which catalyst facilitates the given reaction. Reactant: [CH3:1][NH:2][NH2:3].C(O/[CH:7]=[CH:8]/[C:9](=O)[C:10]([F:16])([F:15])[C:11]([F:14])([F:13])[F:12])C. Product: [CH3:1][N:2]1[CH:7]=[CH:8][C:9]([C:10]([F:16])([F:15])[C:11]([F:14])([F:13])[F:12])=[N:3]1. The catalyst class is: 5.